From a dataset of Full USPTO retrosynthesis dataset with 1.9M reactions from patents (1976-2016). Predict the reactants needed to synthesize the given product. (1) The reactants are: [F:1][C:2]1[CH:3]=[C:4](I)[C:5]([NH2:8])=[N:6][CH:7]=1.[CH3:10][Si:11]([C:14]#[CH:15])([CH3:13])[CH3:12].C(N(CC)CC)C. Given the product [F:1][C:2]1[CH:3]=[C:4]([C:15]#[C:14][Si:11]([CH3:13])([CH3:12])[CH3:10])[C:5]([NH2:8])=[N:6][CH:7]=1, predict the reactants needed to synthesize it. (2) Given the product [CH:3]1([C:9](=[O:11])[CH2:10][C:14]([C:15]2[CH:16]=[CH:17][C:18]([F:21])=[CH:19][CH:20]=2)=[O:22])[CH2:8][CH2:7][CH2:6][CH2:5][CH2:4]1, predict the reactants needed to synthesize it. The reactants are: [H-].[Na+].[CH:3]1([C:9](=[O:11])[CH3:10])[CH2:8][CH2:7][CH2:6][CH2:5][CH2:4]1.CO[C:14](=[O:22])[C:15]1[CH:20]=[CH:19][C:18]([F:21])=[CH:17][CH:16]=1.Cl. (3) Given the product [N:29]1([C:4]([C:3]2[C:2]([F:1])=[CH:10][C:9]([O:33][C:34]3[CH:35]=[C:36]([CH:46]=[C:47]([O:49][C@@H:50]([CH3:53])[CH2:51][OH:52])[CH:48]=3)[C:37]([NH:39][C:40]3[CH:44]=[CH:43][N:42]([CH3:45])[N:41]=3)=[O:38])=[C:8]([F:12])[CH:7]=2)=[O:6])[CH2:32][CH2:31][CH2:30]1, predict the reactants needed to synthesize it. The reactants are: [F:1][C:2]1[CH:10]=[C:9](F)[C:8]([F:12])=[CH:7][C:3]=1[C:4]([OH:6])=O.ClC(N(C)C)=C(C)C.C(N(CC)CC)C.Cl.[NH:29]1[CH2:32][CH2:31][CH2:30]1.[OH:33][C:34]1[CH:35]=[C:36]([CH:46]=[C:47]([O:49][C@@H:50]([CH3:53])[CH2:51][OH:52])[CH:48]=1)[C:37]([NH:39][C:40]1[CH:44]=[CH:43][N:42]([CH3:45])[N:41]=1)=[O:38].C(=O)([O-])[O-].[K+].[K+]. (4) Given the product [Br:1][C:2]1[C:3]([F:12])=[C:4]2[C:8](=[CH:9][C:10]=1[F:11])[NH:7][CH:6]=[C:5]2[CH:15]=[O:13], predict the reactants needed to synthesize it. The reactants are: [Br:1][C:2]1[C:3]([F:12])=[C:4]2[C:8](=[CH:9][C:10]=1[F:11])[NH:7][CH:6]=[CH:5]2.[OH-:13].[Na+].[C:15](#N)C. (5) The reactants are: [C:1]1([CH3:8])[CH:6]=[CH:5][CH:4]=[C:3]([CH3:7])[CH:2]=1.[C:9]1([S:15](Cl)(=[O:17])=[O:16])[CH:14]=[CH:13][CH:12]=[CH:11][CH:10]=1. Given the product [CH3:8][C:1]1[CH:6]=[CH:5][C:4]([S:15]([C:9]2[CH:14]=[CH:13][CH:12]=[CH:11][CH:10]=2)(=[O:17])=[O:16])=[C:3]([CH3:7])[CH:2]=1, predict the reactants needed to synthesize it. (6) Given the product [OH:12][C:8]1[C:7]([OH:16])=[CH:6][C:3]([C:4]#[N:5])=[C:2]([O:20][C:21]2[CH:26]=[CH:25][C:24]([C:27]([F:28])([F:29])[F:30])=[CH:23][CH:22]=2)[C:9]=1[C:10]#[N:11], predict the reactants needed to synthesize it. The reactants are: Br[C:2]1[C:9]([C:10]#[N:11])=[C:8]([O:12]C(C)C)[C:7]([O:16]C(C)C)=[CH:6][C:3]=1[C:4]#[N:5].[OH:20][C:21]1[CH:26]=[CH:25][C:24]([C:27]([F:30])([F:29])[F:28])=[CH:23][CH:22]=1.